From a dataset of Full USPTO retrosynthesis dataset with 1.9M reactions from patents (1976-2016). Predict the reactants needed to synthesize the given product. (1) Given the product [Cl:1][C:2]1[CH:3]=[C:4]([C:12]2[O:16][N:15]=[C:14]([C:17]3[CH:22]=[CH:21][C:20]([O:23][CH2:45][C:46]([O:48][CH2:49][CH3:50])=[O:47])=[CH:19][C:18]=3[CH3:24])[N:13]=2)[CH:5]=[CH:6][C:7]=1[O:8][CH:9]([CH3:10])[CH3:11], predict the reactants needed to synthesize it. The reactants are: [Cl:1][C:2]1[CH:3]=[C:4]([C:12]2[O:16][N:15]=[C:14]([C:17]3[CH:22]=[CH:21][C:20]([OH:23])=[CH:19][C:18]=3[CH3:24])[N:13]=2)[CH:5]=[CH:6][C:7]=1[O:8][CH:9]([CH3:11])[CH3:10].C1C=CC(P(C2C=CC=CC=2)C2C=CC=CC=2)=CC=1.O[CH2:45][C:46]([O:48][CH2:49][CH3:50])=[O:47].CC(OC(/N=N/C(OC(C)C)=O)=O)C. (2) Given the product [NH2:7][C:8]1[N:9]=[C:10]([S:3]([CH3:18])(=[O:5])=[O:2])[S:11][C:12]=1[C:13](=[O:15])[CH3:14], predict the reactants needed to synthesize it. The reactants are: O[O:2][S:3]([O-:5])=O.[K+].[NH2:7][C:8]1[N:9]=[C:10](SC)[S:11][C:12]=1[C:13](=[O:15])[CH3:14].[CH3:18]O. (3) Given the product [F:15][C:12]([F:14])([F:13])[C:11]1[N:6]2[N:5]=[CH:4][C:3]([C:1]#[C:2][C:30]3[CH:31]=[CH:32][C:27]([NH2:26])=[N:28][CH:29]=3)=[C:7]2[N:8]=[C:9]([C:16]2[CH:21]=[CH:20][C:19]([C:22]([F:25])([F:24])[F:23])=[CH:18][CH:17]=2)[CH:10]=1, predict the reactants needed to synthesize it. The reactants are: [C:1]([C:3]1[CH:4]=[N:5][N:6]2[C:11]([C:12]([F:15])([F:14])[F:13])=[CH:10][C:9]([C:16]3[CH:21]=[CH:20][C:19]([C:22]([F:25])([F:24])[F:23])=[CH:18][CH:17]=3)=[N:8][C:7]=12)#[CH:2].[NH2:26][C:27]1[CH:32]=[CH:31][C:30](Br)=[CH:29][N:28]=1.